From a dataset of Catalyst prediction with 721,799 reactions and 888 catalyst types from USPTO. Predict which catalyst facilitates the given reaction. (1) Reactant: C(O)C.Br[CH2:5][CH2:6][CH2:7][CH2:8][CH2:9][O:10][C:11]1[CH:16]=[C:15]([S:17][CH2:18][C:19]([F:22])([F:21])[F:20])[C:14]([Cl:23])=[CH:13][C:12]=1[F:24].[S-:25][C:26]#[N:27].[K+].CCCCCC. Product: [S:25]([CH2:5][CH2:6][CH2:7][CH2:8][CH2:9][O:10][C:11]1[CH:16]=[C:15]([S:17][CH2:18][C:19]([F:22])([F:21])[F:20])[C:14]([Cl:23])=[CH:13][C:12]=1[F:24])[C:26]#[N:27]. The catalyst class is: 13. (2) Reactant: [CH3:1][N:2]1[CH2:7][CH2:6][NH:5][CH2:4][CH2:3]1.Cl[C:9]([C:11]1[CH:12]=[C:13]([CH:24]=[CH:25][CH:26]=1)[C:14]([O:16][CH2:17][C:18]1[CH:23]=[CH:22][CH:21]=[CH:20][CH:19]=1)=[O:15])=[O:10].O.C(OCC)(=O)C. Product: [CH3:1][N:2]1[CH2:7][CH2:6][N:5]([C:9]([C:11]2[CH:12]=[C:13]([CH:24]=[CH:25][CH:26]=2)[C:14]([O:16][CH2:17][C:18]2[CH:19]=[CH:20][CH:21]=[CH:22][CH:23]=2)=[O:15])=[O:10])[CH2:4][CH2:3]1. The catalyst class is: 4. (3) The catalyst class is: 19. Reactant: [F:1][C:2]1[CH:7]=[C:6]([N+:8]([O-])=O)[CH:5]=[CH:4][C:3]=1[CH2:11][CH2:12][N:13]1[CH2:17][CH2:16][CH2:15][CH2:14]1. Product: [F:1][C:2]1[CH:7]=[C:6]([NH2:8])[CH:5]=[CH:4][C:3]=1[CH2:11][CH2:12][N:13]1[CH2:14][CH2:15][CH2:16][CH2:17]1. (4) Reactant: [CH3:1][C:2]([CH3:5])([O-:4])[CH3:3].[K+].[I-].C[S+](C)(C)=O.O=C1C[CH2:18][N:17]([C:20]([O:22][C:23]([CH3:26])([CH3:25])[CH3:24])=[O:21])[CH2:16]C1.O. Product: [O:4]1[C:2]2([CH2:5][CH2:18][N:17]([C:20]([O:22][C:23]([CH3:26])([CH3:25])[CH3:24])=[O:21])[CH2:16][CH2:3]2)[CH2:1]1. The catalyst class is: 57.